Dataset: Reaction yield outcomes from USPTO patents with 853,638 reactions. Task: Predict the reaction yield, written as a fraction of the theoretical maximum amount of product (1.0 means a 100% yield; for example, 0.34 means a 34% yield). The reactants are [CH3:1][C:2]1([CH3:19])[C:13]2[C:14]3[N:5]([C:6](=[O:18])[C:7](=[O:17])[NH:8][C:9]=3[CH:10]=[C:11]([CH3:16])[C:12]=2[CH3:15])[CH2:4][CH2:3]1.[H-].[Na+].Br[CH2:23]/[CH:24]=[CH:25]/[CH:26]=[CH2:27].O. The catalyst is CN(C=O)C. The product is [CH3:1][C:2]1([CH3:19])[C:13]2[C:14]3[N:5]([C:6](=[O:18])[C:7](=[O:17])[N:8]([CH2:27]/[CH:26]=[CH:25]/[CH:24]=[CH2:23])[C:9]=3[CH:10]=[C:11]([CH3:16])[C:12]=2[CH3:15])[CH2:4][CH2:3]1. The yield is 0.680.